Dataset: Peptide-MHC class II binding affinity with 134,281 pairs from IEDB. Task: Regression. Given a peptide amino acid sequence and an MHC pseudo amino acid sequence, predict their binding affinity value. This is MHC class II binding data. The peptide sequence is LLDILDTAGLEEYSAMRD. The MHC is HLA-DPA10301-DPB10402 with pseudo-sequence HLA-DPA10301-DPB10402. The binding affinity (normalized) is 0.383.